This data is from Retrosynthesis with 50K atom-mapped reactions and 10 reaction types from USPTO. The task is: Predict the reactants needed to synthesize the given product. (1) Given the product CSc1ncc2ncnc(Nc3ccc(F)c(Cl)c3)c2n1, predict the reactants needed to synthesize it. The reactants are: CSc1ncc2ncnc(O)c2n1.Nc1ccc(F)c(Cl)c1. (2) Given the product CCCc1ccc(-c2ccc(COc3ccc(F)c(F)c3)c(F)c2)c(F)c1, predict the reactants needed to synthesize it. The reactants are: CCCc1ccc(-c2ccc(CBr)c(F)c2)c(F)c1.Oc1ccc(F)c(F)c1. (3) Given the product CC(C)(C)OC(=O)N1CCC(N2c3ccccc3Oc3cc(-c4nnn[nH]4)ccc32)CC1, predict the reactants needed to synthesize it. The reactants are: CC(C)(C)OC(=O)N1CCC(N2c3ccccc3Oc3cc(C#N)ccc32)CC1.[N-]=[N+]=[N-]. (4) Given the product CCOC(=O)C(=O)c1csc(NS(=O)(=O)c2cccc(Cl)c2C)n1, predict the reactants needed to synthesize it. The reactants are: CCOC(=O)C(=O)c1csc(N)n1.Cc1c(Cl)cccc1S(=O)(=O)Cl.